From a dataset of Forward reaction prediction with 1.9M reactions from USPTO patents (1976-2016). Predict the product of the given reaction. (1) Given the reactants [Cl-].[Cl-].[Ca+2].[BH4-].[Na+].[F:6][C:7]1[CH:12]=[CH:11][C:10]([C:13]2[N:18]=[C:17]3[CH:19]=[C:20]([C:23](OC)=[O:24])[N:21]([CH3:22])[C:16]3=[C:15]([C:27]3[CH:32]=[CH:31][C:30]([F:33])=[CH:29][CH:28]=3)[C:14]=2[C:34]2[CH:39]=[CH:38][N:37]=[CH:36][CH:35]=2)=[CH:9][CH:8]=1, predict the reaction product. The product is: [F:6][C:7]1[CH:12]=[CH:11][C:10]([C:13]2[N:18]=[C:17]3[CH:19]=[C:20]([CH2:23][OH:24])[N:21]([CH3:22])[C:16]3=[C:15]([C:27]3[CH:32]=[CH:31][C:30]([F:33])=[CH:29][CH:28]=3)[C:14]=2[C:34]2[CH:35]=[CH:36][N:37]=[CH:38][CH:39]=2)=[CH:9][CH:8]=1. (2) Given the reactants CO[C:3]([NH:5][C:6]1[CH:15]=[CH:14][C:13]2[C:8](=[CH:9][CH:10]=[CH:11][CH:12]=2)[C:7]=1[C:16]1[C:25]2[C:20](=[CH:21][CH:22]=[CH:23][CH:24]=2)[CH:19]=[CH:18][C:17]=1[P:26]([C:34]1[CH:39]=[CH:38][CH:37]=[CH:36][CH:35]=1)([C:28]1[CH:33]=[CH:32][CH:31]=[CH:30][CH:29]=1)=O)=O, predict the reaction product. The product is: [CH3:3][NH:5][C:6]1[CH:15]=[CH:14][C:13]2[C:8](=[CH:9][CH:10]=[CH:11][CH:12]=2)[C:7]=1[C:16]1[C:25]2[C:20](=[CH:21][CH:22]=[CH:23][CH:24]=2)[CH:19]=[CH:18][C:17]=1[P:26]([C:34]1[CH:39]=[CH:38][CH:37]=[CH:36][CH:35]=1)[C:28]1[CH:29]=[CH:30][CH:31]=[CH:32][CH:33]=1. (3) Given the reactants O[C:2]1([C:16]2[CH:21]=[CH:20][C:19]([CH:22]([CH3:24])[CH3:23])=[CH:18][C:17]=2[O:25][CH3:26])[C:10](=[O:11])[C:9]2[C:4](=[CH:5][CH:6]=[CH:7][C:8]=2[N+:12]([O-:14])=[O:13])[C:3]1=[O:15].S(Cl)([Cl:29])=O, predict the reaction product. The product is: [Cl:29][C:2]1([C:16]2[CH:21]=[CH:20][C:19]([CH:22]([CH3:24])[CH3:23])=[CH:18][C:17]=2[O:25][CH3:26])[C:10](=[O:11])[C:9]2[C:4](=[CH:5][CH:6]=[CH:7][C:8]=2[N+:12]([O-:14])=[O:13])[C:3]1=[O:15]. (4) The product is: [C:21]([O:25][C:26]([NH:3][C:4]1[CH:9]=[CH:8][C:7]([N:10]2[CH2:11][CH2:12][CH:13]([C:16]([OH:18])=[O:17])[CH2:14][CH2:15]2)=[CH:6][CH:5]=1)=[O:27])([CH3:24])([CH3:23])[CH3:22]. Given the reactants Cl.Cl.[NH2:3][C:4]1[CH:9]=[CH:8][C:7]([N:10]2[CH2:15][CH2:14][CH:13]([C:16]([OH:18])=[O:17])[CH2:12][CH2:11]2)=[CH:6][CH:5]=1.[OH-].[Na+].[C:21]([O:25][C:26](O[C:26]([O:25][C:21]([CH3:24])([CH3:23])[CH3:22])=[O:27])=[O:27])([CH3:24])([CH3:23])[CH3:22].S([O-])(O)(=O)=O.[K+], predict the reaction product.